This data is from Forward reaction prediction with 1.9M reactions from USPTO patents (1976-2016). The task is: Predict the product of the given reaction. Given the reactants Cl[C:2]1[C:7]([N+:8]([O-:10])=[O:9])=[CH:6][CH:5]=[C:4]([Cl:11])[N:3]=1.C(=O)([O-])[O-].[Na+].[Na+].CN(C)C=O.[CH2:23]1[C:32]2[C:27](=[CH:28][CH:29]=[CH:30][CH:31]=2)[CH2:26][CH2:25][NH:24]1, predict the reaction product. The product is: [Cl:11][C:4]1[N:3]=[C:2]([N:24]2[CH2:25][CH2:26][C:27]3[C:32](=[CH:31][CH:30]=[CH:29][CH:28]=3)[CH2:23]2)[C:7]([N+:8]([O-:10])=[O:9])=[CH:6][CH:5]=1.